From a dataset of Full USPTO retrosynthesis dataset with 1.9M reactions from patents (1976-2016). Predict the reactants needed to synthesize the given product. (1) Given the product [NH2:30][C:1]([CH2:5][N:6]1[C:16]2[C:11](=[CH:12][CH:13]=[CH:14][CH:15]=2)[CH2:10][C@H:9]([NH:17][C:18]([C:20]2[NH:21][C:22]3[C:27]([CH:28]=2)=[CH:26][C:25]([Cl:29])=[CH:24][CH:23]=3)=[O:19])[C:7]1=[O:8])=[O:3], predict the reactants needed to synthesize it. The reactants are: [C:1]([CH2:5][N:6]1[C:16]2[C:11](=[CH:12][CH:13]=[CH:14][CH:15]=2)[CH2:10][C@H:9]([NH:17][C:18]([C:20]2[NH:21][C:22]3[C:27]([CH:28]=2)=[CH:26][C:25]([Cl:29])=[CH:24][CH:23]=3)=[O:19])[C:7]1=[O:8])([O:3]C)=O.[NH3:30]. (2) Given the product [CH3:10][O:11][C:12](=[O:18])[CH2:13][CH:14]([NH:17][CH2:6][C:5]1[CH:8]=[CH:9][C:2]([F:1])=[CH:3][CH:4]=1)[CH2:15][CH3:16], predict the reactants needed to synthesize it. The reactants are: [F:1][C:2]1[CH:9]=[CH:8][C:5]([CH:6]=O)=[CH:4][CH:3]=1.[CH3:10][O:11][C:12](=[O:18])[CH2:13][CH:14]([NH2:17])[CH2:15][CH3:16].C([BH3-])#N.[Na+].C(=O)(O)[O-].[Na+].